Task: Predict the reactants needed to synthesize the given product.. Dataset: Full USPTO retrosynthesis dataset with 1.9M reactions from patents (1976-2016) (1) Given the product [OH:15][C@@:7]1([C:16]([F:18])([F:19])[F:17])[C:6]2[CH:5]=[C:4]([O:20][CH2:21][CH2:22][C:23]([OH:26])([CH3:24])[CH3:25])[CH:3]=[C:2]([C:38]3[CH:37]=[N:36][N:35]([C:28]([CH3:27])([CH3:34])[C:29]([O:31][CH2:32][CH3:33])=[O:30])[CH:39]=3)[C:14]=2[C:13]2[C:8]1=[CH:9][CH:10]=[CH:11][CH:12]=2, predict the reactants needed to synthesize it. The reactants are: Cl[C:2]1[C:14]2[C:13]3[C:8](=[CH:9][CH:10]=[CH:11][CH:12]=3)[C@@:7]([C:16]([F:19])([F:18])[F:17])([OH:15])[C:6]=2[CH:5]=[C:4]([O:20][CH2:21][CH2:22][C:23]([OH:26])([CH3:25])[CH3:24])[CH:3]=1.[CH3:27][C:28]([N:35]1[CH:39]=[C:38](B2OC(C)(C)C(C)(C)O2)[CH:37]=[N:36]1)([CH3:34])[C:29]([O:31][CH2:32][CH3:33])=[O:30].P([O-])([O-])([O-])=O.[K+].[K+].[K+].C1(P(C2CCCCC2)C2C=CC=CC=2C2C(OC)=CC=CC=2OC)CCCCC1. (2) The reactants are: [CH3:1][C:2]1[CH:10]=[CH:9][C:5]([C:6]([OH:8])=O)=[C:4]([N:11]2[CH2:16][CH2:15][CH:14]([CH3:17])[CH2:13][CH2:12]2)[CH:3]=1.O.O[N:20]1[C:24]2[CH:25]=[CH:26][CH:27]=[CH:28][C:23]=2N=N1.CN(C)CC[CH2:33][N:34]=[C:35]=[N:36][CH2:37][CH3:38].C(O[CH2:44][CH3:45])(=O)C.C[N:47](C)C=O. Given the product [CH3:1][C:2]1[CH:10]=[CH:9][C:5]([C:6]([NH:47][C:38]2[CH:37]=[N:36][C:35]([NH:34][CH2:33][CH2:23][C:28]3[CH:27]=[CH:26][CH:25]=[CH:24][N:20]=3)=[CH:44][CH:45]=2)=[O:8])=[C:4]([N:11]2[CH2:16][CH2:15][CH:14]([CH3:17])[CH2:13][CH2:12]2)[CH:3]=1, predict the reactants needed to synthesize it.